Dataset: Full USPTO retrosynthesis dataset with 1.9M reactions from patents (1976-2016). Task: Predict the reactants needed to synthesize the given product. (1) Given the product [OH:29][C:10]12[C:4]3[C:5](=[CH:6][CH:1]=[CH:2][CH:3]=3)[C:7](=[O:8])[C:9]1([OH:13])[C:22]1[CH:23]=[CH:24][CH:25]=[C:20]([C:14]3[CH:15]=[CH:16][CH:17]=[CH:18][CH:19]=3)[C:21]=1[O:11]2, predict the reactants needed to synthesize it. The reactants are: [CH:1]1[CH:6]=[C:5]2[C:7]([C:9]([OH:13])(O)[C:10](=[O:11])[C:4]2=[CH:3][CH:2]=1)=[O:8].[C:14]1([C:20]2[CH:21]=[C:22](O)[CH:23]=[CH:24][CH:25]=2)[CH:19]=[CH:18][CH:17]=[CH:16][CH:15]=1.C(O)(=[O:29])C. (2) Given the product [CH3:18][O:17][C:14]1[N:13]=[C:12]([CH3:19])[C:11]2[NH:10][C:3]3[C:2]([C:16]=2[CH:15]=1)=[CH:7][CH:6]=[C:5]([O:8][CH3:9])[CH:4]=3, predict the reactants needed to synthesize it. The reactants are: Cl[C:2]1[CH:7]=[CH:6][C:5]([O:8][CH3:9])=[CH:4][C:3]=1[NH:10][C:11]1[C:12]([CH3:19])=[N:13][C:14]([O:17][CH3:18])=[CH:15][CH:16]=1.F[B-](F)(F)F.C([PH+](C(C)(C)C)C(C)(C)C)(C)(C)C.C(=O)([O-])[O-].[K+].[K+]. (3) Given the product [CH3:1][S:2]([C:5]1[CH:10]=[CH:9][C:8]([C:11]2[CH:16]=[CH:15][C:14]([O:17][CH:25]3[CH2:29][CH2:28][CH2:27][CH2:26]3)=[C:13]([O:22][CH:19]3[CH2:7][CH2:6][CH2:5][CH2:10]3)[CH:12]=2)=[CH:7][CH:6]=1)(=[O:4])=[O:3], predict the reactants needed to synthesize it. The reactants are: [CH3:1][S:2]([C:5]1[CH:10]=[CH:9][C:8]([C:11]2[CH:16]=[CH:15][C:14]([OH:17])=[C:13](O)[CH:12]=2)=[CH:7][CH:6]=1)(=[O:4])=[O:3].[C:19](=[O:22])([O-])[O-].[K+].[K+].[CH:25]1(Br)[CH2:29][CH2:28][CH2:27][CH2:26]1. (4) The reactants are: [Cl:1][C:2]1[CH:18]=[CH:17][C:5]([CH2:6][NH:7][C:8]([C:10]2([C:13]([F:16])([F:15])[F:14])[CH2:12][CH2:11]2)=[O:9])=[CH:4][C:3]=1[N:19]=[C:20]=S.[Cl:22][C:23]1[C:24]([N:32]2[CH2:37][CH2:36][CH:35]([C:38]([F:41])([F:40])[F:39])[CH2:34][CH2:33]2)=[CH:25][C:26]([NH:30][CH3:31])=[C:27]([CH:29]=1)[NH2:28].C(Cl)CCl. Given the product [Cl:1][C:2]1[CH:18]=[CH:17][C:5]([CH2:6][NH:7][C:8]([C:10]2([C:13]([F:16])([F:15])[F:14])[CH2:12][CH2:11]2)=[O:9])=[CH:4][C:3]=1[NH:19][C:20]1[N:30]([CH3:31])[C:26]2[CH:25]=[C:24]([N:32]3[CH2:37][CH2:36][CH:35]([C:38]([F:40])([F:41])[F:39])[CH2:34][CH2:33]3)[C:23]([Cl:22])=[CH:29][C:27]=2[N:28]=1, predict the reactants needed to synthesize it. (5) Given the product [CH2:1]([N:8]([C:10]1([C:13]2[CH:14]=[CH:15][C:16]([C:19]#[CH:20])=[CH:17][CH:18]=2)[CH2:12][CH2:11]1)[CH3:9])[C:2]1[CH:3]=[CH:4][CH:5]=[CH:6][CH:7]=1, predict the reactants needed to synthesize it. The reactants are: [CH2:1]([N:8]([C:10]1([C:13]2[CH:18]=[CH:17][C:16]([C:19]#[C:20][Si](C)(C)C)=[CH:15][CH:14]=2)[CH2:12][CH2:11]1)[CH3:9])[C:2]1[CH:7]=[CH:6][CH:5]=[CH:4][CH:3]=1.C(=O)([O-])[O-].[K+].[K+]. (6) Given the product [CH3:1][CH2:2][N:3]1[C:9](=[O:10])[C:7](=[O:8])[N:6]([C:11]([NH:13][C@@H:14]([C:21]([NH:23][C@@H:24]2[C:27](=[O:28])[N:26]3[C@@H:29]([C:34]([OH:36])=[O:35])[C:30]([CH3:32])([CH3:33])[S:31][C@H:25]23)=[O:22])[C:15]2[CH:16]=[CH:17][CH:18]=[CH:19][CH:20]=2)=[O:12])[CH2:5][CH2:4]1.[CH3:37][C@@:38]1([CH2:51][N:52]2[N:56]=[N:55][CH:54]=[CH:53]2)[S:42](=[O:43])(=[O:44])[C@@H:41]2[CH2:45][C:46](=[O:47])[N:40]2[C@H:39]1[C:48]([OH:50])=[O:49].[CH3:58][CH2:59][N:60]1[C:66](=[O:67])[C:64](=[O:65])[N:63]([C:68]([NH:70][C@@H:71]([C:78]([NH:80][C@@H:81]2[C:84](=[O:85])[N:83]3[C@@H:86]([C:91]([OH:93])=[O:92])[C:87]([CH3:89])([CH3:90])[S:88][C@H:82]23)=[O:79])[C:72]2[CH:77]=[CH:76][CH:75]=[CH:74][CH:73]=2)=[O:69])[CH2:62][CH2:61]1, predict the reactants needed to synthesize it. The reactants are: [CH3:1][CH2:2][N:3]1[C:9](=[O:10])[C:7](=[O:8])[N:6]([C:11]([NH:13][C@@H:14]([C:21]([NH:23][C@@H:24]2[C:27](=[O:28])[N:26]3[C@@H:29]([C:34]([O-:36])=[O:35])[C:30]([CH3:33])([CH3:32])[S:31][C@H:25]23)=[O:22])[C:15]2[CH:20]=[CH:19][CH:18]=[CH:17][CH:16]=2)=[O:12])[CH2:5][CH2:4]1.[CH3:37][C@@:38]1([CH2:51][N:52]2[N:56]=[N:55][CH:54]=[CH:53]2)[S:42](=[O:44])(=[O:43])[C@@H:41]2[CH2:45][C:46](=[O:47])[N:40]2[C@H:39]1[C:48]([OH:50])=[O:49].[Na+].[CH3:58][CH2:59][N:60]1[C:66](=[O:67])[C:64](=[O:65])[N:63]([C:68]([NH:70][C@@H:71]([C:78]([NH:80][C@@H:81]2[C:84](=[O:85])[N:83]3[C@@H:86]([C:91]([OH:93])=[O:92])[C:87]([CH3:90])([CH3:89])[S:88][C@H:82]23)=[O:79])[C:72]2[CH:73]=[CH:74][CH:75]=[CH:76][CH:77]=2)=[O:69])[CH2:62][CH2:61]1. (7) The reactants are: C([O:8][C:9]1[N:14]=[C:13]2[NH:15][CH:16]=[N:17][C:12]2=[CH:11][CH:10]=1)C1C=CC=CC=1.[Br:18][C:19]1[CH:24]=[CH:23][CH:22]=[CH:21][C:20]=1B(O)O. Given the product [Br:18][C:19]1[CH:24]=[CH:23][CH:22]=[CH:21][C:20]=1[N:15]1[C:13]2=[N:14][C:9]([OH:8])=[CH:10][CH:11]=[C:12]2[N:17]=[CH:16]1, predict the reactants needed to synthesize it.